From a dataset of Full USPTO retrosynthesis dataset with 1.9M reactions from patents (1976-2016). Predict the reactants needed to synthesize the given product. (1) Given the product [Cl:21][C:20]([Cl:23])([Cl:22])[CH2:19][O:18][C:16](=[O:17])[NH:10][C:8]1[N:7]([CH2:11][CH3:12])[N:6]=[C:5]([C:1]([CH3:4])([CH3:2])[CH3:3])[CH:9]=1, predict the reactants needed to synthesize it. The reactants are: [C:1]([C:5]1[CH:9]=[C:8]([NH2:10])[N:7]([CH2:11][CH3:12])[N:6]=1)([CH3:4])([CH3:3])[CH3:2].[OH-].[Na+].Cl[C:16]([O:18][CH2:19][C:20]([Cl:23])([Cl:22])[Cl:21])=[O:17]. (2) Given the product [C:15]([C:10]1[CH:11]=[CH:12][CH:13]=[CH:14][C:9]=1[O:8][C:7]1[CH:6]=[CH:5][C:4]([C:19]2[C:20]([C:25]([OH:27])=[O:26])=[CH:21][CH:22]=[CH:23][CH:24]=2)=[CH:3][C:2]=1[NH:1][C:29]([NH:28][C:31]1[CH:36]=[CH:35][C:34]([CH3:37])=[CH:33][CH:32]=1)=[O:30])([CH3:18])([CH3:17])[CH3:16], predict the reactants needed to synthesize it. The reactants are: [NH2:1][C:2]1[CH:3]=[C:4]([C:19]2[C:20]([C:25]([OH:27])=[O:26])=[CH:21][CH:22]=[CH:23][CH:24]=2)[CH:5]=[CH:6][C:7]=1[O:8][C:9]1[CH:14]=[CH:13][CH:12]=[CH:11][C:10]=1[C:15]([CH3:18])([CH3:17])[CH3:16].[N:28]([C:31]1[CH:36]=[CH:35][C:34]([CH3:37])=[CH:33][CH:32]=1)=[C:29]=[O:30]. (3) Given the product [CH3:1][N:2]1[C:6]2[CH:7]=[C:8]([O:11][C:12]3[CH:17]=[CH:16][CH:15]=[C:14]([CH3:18])[CH:13]=3)[CH:9]=[CH:10][C:5]=2[N:4]=[C:3]1[CH2:19][O:20][C:22]1[CH:23]=[C:24]([CH:29]=[CH:30][CH:31]=1)[C:25]([O:27][CH3:28])=[O:26], predict the reactants needed to synthesize it. The reactants are: [CH3:1][N:2]1[C:6]2[CH:7]=[C:8]([O:11][C:12]3[CH:17]=[CH:16][CH:15]=[C:14]([CH3:18])[CH:13]=3)[CH:9]=[CH:10][C:5]=2[N:4]=[C:3]1[CH2:19][OH:20].O[C:22]1[CH:23]=[C:24]([CH:29]=[CH:30][CH:31]=1)[C:25]([O:27][CH3:28])=[O:26].C(P(CCCC)CCCC)CCC.N(C(N1CCCCC1)=O)=NC(N1CCCCC1)=O. (4) Given the product [Br:1][C:2]1[CH:8]=[CH:7][C:5]([N:6]2[C:19](=[O:18])[CH2:20][CH:15]([C:9]3[CH:14]=[CH:13][CH:12]=[CH:11][CH:10]=3)[C:16]2=[O:17])=[CH:4][CH:3]=1, predict the reactants needed to synthesize it. The reactants are: [Br:1][C:2]1[CH:8]=[CH:7][C:5]([NH2:6])=[CH:4][CH:3]=1.[C:9]1([CH:15]2[CH2:20][C:19](=O)[O:18][C:16]2=[O:17])[CH:14]=[CH:13][CH:12]=[CH:11][CH:10]=1.